Dataset: Catalyst prediction with 721,799 reactions and 888 catalyst types from USPTO. Task: Predict which catalyst facilitates the given reaction. (1) Reactant: [OH-].[Na+].[NH2:3][C:4]1[N:9]=[C:8]([NH:10][C@@H:11]([CH2:15][CH2:16][CH3:17])[CH2:12][CH2:13][OH:14])[C:7]([CH2:18][C:19]2[CH:34]=[CH:33][C:22]([CH2:23][N:24]([CH2:31][CH3:32])[CH2:25][C:26]([O:28]CC)=[O:27])=[CH:21][C:20]=2[O:35][CH3:36])=[C:6]([CH3:37])[N:5]=1.Cl. Product: [NH2:3][C:4]1[N:9]=[C:8]([NH:10][C@@H:11]([CH2:15][CH2:16][CH3:17])[CH2:12][CH2:13][OH:14])[C:7]([CH2:18][C:19]2[CH:34]=[CH:33][C:22]([CH2:23][N:24]([CH2:31][CH3:32])[CH2:25][C:26]([OH:28])=[O:27])=[CH:21][C:20]=2[O:35][CH3:36])=[C:6]([CH3:37])[N:5]=1. The catalyst class is: 5. (2) Reactant: [Cl:1][C:2]1[CH:7]=[C:6]([Cl:8])[CH:5]=[CH:4][C:3]=1[S:9]([NH:12][CH2:13][C:14]([N:16]1[CH2:21][CH2:20][NH:19][CH2:18][C@@H:17]1[CH3:22])=[O:15])(=[O:11])=[O:10].C(Cl)CCl.C1C=C2C(N(O)N=NC2=CC=1)=O.[S:39]1[C:43]2[CH:44]=[CH:45][CH:46]=[CH:47][C:42]=2[CH:41]=[C:40]1[C:48]([NH:50][C@H:51]([C:56](O)=[O:57])[CH2:52][CH:53]([CH3:55])[CH3:54])=[O:49].CN1CCOCC1.C([O-])(O)=O.[Na+].Cl. Product: [Cl:1][C:2]1[CH:7]=[C:6]([Cl:8])[CH:5]=[CH:4][C:3]=1[S:9]([NH:12][CH2:13][C:14]([N:16]1[CH2:21][CH2:20][N:19]([C:56]([C@@H:51]([NH:50][C:48]([C:40]2[S:39][C:43]3[CH:44]=[CH:45][CH:46]=[CH:47][C:42]=3[CH:41]=2)=[O:49])[CH2:52][CH:53]([CH3:55])[CH3:54])=[O:57])[CH2:18][C@@H:17]1[CH3:22])=[O:15])(=[O:11])=[O:10]. The catalyst class is: 448.